This data is from Full USPTO retrosynthesis dataset with 1.9M reactions from patents (1976-2016). The task is: Predict the reactants needed to synthesize the given product. (1) The reactants are: [F:1][C:2]1[CH:7]=[C:6]([F:8])[CH:5]=[CH:4][C:3]=1[C@:9]12[CH2:18][CH2:17][CH2:16][CH2:15][C@H:14]1[CH2:13][S:12][C:11]([NH2:19])=[N:10]2.[Br:20]N1C(=O)CCC1=O.CCOCC.C(=O)(O)[O-].[Na+]. Given the product [Br:20][C:5]1[C:6]([F:8])=[CH:7][C:2]([F:1])=[C:3]([C@:9]23[CH2:18][CH2:17][CH2:16][CH2:15][C@H:14]2[CH2:13][S:12][C:11]([NH2:19])=[N:10]3)[CH:4]=1, predict the reactants needed to synthesize it. (2) Given the product [CH2:12]([N:14]([CH2:17][C:8]1[CH:9]=[CH:10][C:5]([NH:4][C:1](=[O:3])[CH3:2])=[CH:6][C:7]=1[OH:11])[CH2:15][CH3:16])[CH3:13], predict the reactants needed to synthesize it. The reactants are: [C:1]([NH:4][C:5]1[CH:6]=[C:7]([OH:11])[CH:8]=[CH:9][CH:10]=1)(=[O:3])[CH3:2].[CH2:12]([NH:14][CH2:15][CH3:16])[CH3:13].[CH2:17]=O. (3) Given the product [Br:8][C:9]1[CH:10]=[C:11]([CH:12]2[C:19]3[C:20](=[O:24])[CH2:21][CH2:22][CH2:23][C:18]=3[NH:1][C:2]3[NH:6][NH:5][C:4](=[O:7])[C:3]2=3)[CH:14]=[CH:15][C:16]=1[F:17], predict the reactants needed to synthesize it. The reactants are: [NH2:1][C:2]1[NH:6][NH:5][C:4](=[O:7])[CH:3]=1.[Br:8][C:9]1[CH:10]=[C:11]([CH:14]=[CH:15][C:16]=1[F:17])[CH:12]=O.[C:18]1(=O)[CH2:23][CH2:22][CH2:21][C:20](=[O:24])[CH2:19]1.